This data is from Catalyst prediction with 721,799 reactions and 888 catalyst types from USPTO. The task is: Predict which catalyst facilitates the given reaction. (1) The catalyst class is: 37. Product: [N:21]1([CH2:27][C:28]2[N:2]=[C:1]3[N:31]([C:16]([OH:20])=[N:15][C:4]([C:5]4[CH:6]=[CH:7][C:8]([C:11]([F:12])([F:13])[F:14])=[CH:9][CH:10]=4)=[CH:3]3)[N:30]=2)[CH2:26][CH2:25][O:24][CH2:23][CH2:22]1. Reactant: [C:1]([CH:3]=[C:4]([NH:15][C:16](=[O:20])OCC)[C:5]1[CH:10]=[CH:9][C:8]([C:11]([F:14])([F:13])[F:12])=[CH:7][CH:6]=1)#[N:2].[N:21]1([CH2:27][C:28]([NH:30][NH2:31])=O)[CH2:26][CH2:25][O:24][CH2:23][CH2:22]1.C(OCC)(=O)C.O. (2) Reactant: [Br:1][C:2]1[CH:7]=[CH:6][C:5]([NH:8][S:9]([C:12]2[CH:17]=[CH:16][C:15](Cl)=[C:14]([N+:19]([O-:21])=[O:20])[CH:13]=2)(=[O:11])=[O:10])=[CH:4][CH:3]=1.[NH2:22][C:23]1[CH:28]=[CH:27][C:26]([SH:29])=[CH:25][CH:24]=1.C([O-])(=O)C.[Na+]. Product: [NH2:22][C:23]1[CH:28]=[CH:27][C:26]([S:29][C:15]2[CH:16]=[CH:17][C:12]([S:9]([NH:8][C:5]3[CH:6]=[CH:7][C:2]([Br:1])=[CH:3][CH:4]=3)(=[O:11])=[O:10])=[CH:13][C:14]=2[N+:19]([O-:21])=[O:20])=[CH:25][CH:24]=1. The catalyst class is: 8.